From a dataset of Peptide-MHC class I binding affinity with 185,985 pairs from IEDB/IMGT. Regression. Given a peptide amino acid sequence and an MHC pseudo amino acid sequence, predict their binding affinity value. This is MHC class I binding data. (1) The peptide sequence is LMSIVSSLH. The MHC is HLA-B15:01 with pseudo-sequence HLA-B15:01. The binding affinity (normalized) is 0.610. (2) The peptide sequence is RQHPGLFPF. The MHC is HLA-B15:42 with pseudo-sequence HLA-B15:42. The binding affinity (normalized) is 0.213. (3) The peptide sequence is REFEAQNVP. The MHC is HLA-B48:01 with pseudo-sequence HLA-B48:01. The binding affinity (normalized) is 0.0847. (4) The peptide sequence is DPKNWWHIL. The MHC is HLA-A03:01 with pseudo-sequence HLA-A03:01. The binding affinity (normalized) is 0.0847.